The task is: Predict the product of the given reaction.. This data is from Forward reaction prediction with 1.9M reactions from USPTO patents (1976-2016). (1) Given the reactants [F:1][C:2]([F:15])([F:14])[O:3][C:4]1[CH:12]=[C:8]([C:9]([OH:11])=[O:10])[C:7](N)=[CH:6][CH:5]=1.Cl.N([O-])=O.[Na+].[I-:21].[K+], predict the reaction product. The product is: [F:1][C:2]([F:15])([F:14])[O:3][C:4]1[CH:5]=[CH:6][C:7]([I:21])=[C:8]([CH:12]=1)[C:9]([OH:11])=[O:10]. (2) Given the reactants [C:1]([O:5][C:6]([N:8]1[CH2:15][C:14]2[C:13]([NH2:16])=[N:12][NH:11][C:10]=2[CH:9]1[CH2:17][O:18][C:19]([CH3:22])([CH3:21])[CH3:20])=[O:7])([CH3:4])([CH3:3])[CH3:2].[Cl:23][CH2:24][C:25]([CH2:27]C(=O)C)=O.C([O-])(O)=O.[Na+].[C:36](O)(=O)[CH3:37], predict the reaction product. The product is: [C:1]([O:5][C:6]([N:8]1[CH2:15][C:14]2=[C:13]3[N:12]([N:11]=[C:10]2[CH:9]1[CH2:17][O:18][C:19]([CH3:22])([CH3:21])[CH3:20])[C:25]([CH3:27])=[C:24]([Cl:23])[C:36]([CH3:37])=[N:16]3)=[O:7])([CH3:4])([CH3:3])[CH3:2]. (3) Given the reactants [C:1]([N:4]1[C:13]2[C:8](=[CH:9][C:10]([C:14]3[CH:22]=[CH:21][C:17]([C:18](O)=[O:19])=[CH:16][N:15]=3)=[CH:11][CH:12]=2)[C@H:7]([NH:23][C:24]2[CH:29]=[CH:28][C:27]([C:30]#[N:31])=[CH:26][N:25]=2)[CH2:6][C@@H:5]1[CH3:32])(=[O:3])[CH3:2].CN(C(ON1N=NC2C=CC=NC1=2)=[N+](C)C)C.F[P-](F)(F)(F)(F)F.CCN(C(C)C)C(C)C.[NH2:66][CH:67]([CH2:70][OH:71])[CH2:68][OH:69], predict the reaction product. The product is: [C:1]([N:4]1[C:13]2[C:8](=[CH:9][C:10]([C:14]3[CH:22]=[CH:21][C:17]([C:18]([NH:66][CH:67]([CH2:70][OH:71])[CH2:68][OH:69])=[O:19])=[CH:16][N:15]=3)=[CH:11][CH:12]=2)[C@H:7]([NH:23][C:24]2[CH:29]=[CH:28][C:27]([C:30]#[N:31])=[CH:26][N:25]=2)[CH2:6][C@@H:5]1[CH3:32])(=[O:3])[CH3:2]. (4) Given the reactants [CH3:1][O:2][C:3]1[CH:10]=[CH:9][C:6]([CH:7]=O)=[CH:5][C:4]=1[O:11][CH2:12][CH2:13][O:14][CH3:15].CC([O-])=O.[K+].[NH2:21]O.Cl.O, predict the reaction product. The product is: [CH3:1][O:2][C:3]1[CH:10]=[CH:9][C:6]([C:7]#[N:21])=[CH:5][C:4]=1[O:11][CH2:12][CH2:13][O:14][CH3:15].